Dataset: hERG Central: cardiac toxicity at 1µM, 10µM, and general inhibition. Task: Predict hERG channel inhibition at various concentrations. (1) The molecule is CC(C)C[C@@H](CSc1ccc(Br)cc1)N1CCN(CC(C)C)CCC1=O. Results: hERG_inhib (hERG inhibition (general)): blocker. (2) The drug is COc1ccc(C(=O)NCCN2CCN(C(=O)c3ccc(OC)cc3)CC2)cc1. Results: hERG_inhib (hERG inhibition (general)): blocker. (3) The drug is O=C(CCCN1C(=O)c2ccccc2C1=O)NCCc1ccc(OC(F)F)cc1. Results: hERG_inhib (hERG inhibition (general)): blocker.